This data is from Forward reaction prediction with 1.9M reactions from USPTO patents (1976-2016). The task is: Predict the product of the given reaction. Given the reactants [CH2:1]([O:8][C:9]1[C:10]([CH2:20][CH:21]=[O:22])=[CH:11][C:12]([Cl:19])=[C:13]2[C:18]=1[N:17]=[CH:16][CH:15]=[CH:14]2)[C:2]1[CH:7]=[CH:6][CH:5]=[CH:4][CH:3]=1.[N:23]1([CH2:29][C:30]2[CH:35]=[CH:34][C:33]([Mg]Br)=[CH:32][CH:31]=2)[CH2:28][CH2:27][O:26][CH2:25][CH2:24]1, predict the reaction product. The product is: [CH2:1]([O:8][C:9]1[C:10]([CH2:20][CH:21]([C:33]2[CH:32]=[CH:31][C:30]([CH2:29][N:23]3[CH2:28][CH2:27][O:26][CH2:25][CH2:24]3)=[CH:35][CH:34]=2)[OH:22])=[CH:11][C:12]([Cl:19])=[C:13]2[C:18]=1[N:17]=[CH:16][CH:15]=[CH:14]2)[C:2]1[CH:7]=[CH:6][CH:5]=[CH:4][CH:3]=1.